From a dataset of NCI-60 drug combinations with 297,098 pairs across 59 cell lines. Regression. Given two drug SMILES strings and cell line genomic features, predict the synergy score measuring deviation from expected non-interaction effect. (1) Drug 1: C1=NC2=C(N1)C(=S)N=C(N2)N. Drug 2: C1=NC2=C(N=C(N=C2N1C3C(C(C(O3)CO)O)O)F)N. Cell line: EKVX. Synergy scores: CSS=24.7, Synergy_ZIP=-1.57, Synergy_Bliss=-4.55, Synergy_Loewe=-16.0, Synergy_HSA=-6.88. (2) Synergy scores: CSS=0.138, Synergy_ZIP=-0.170, Synergy_Bliss=-1.14, Synergy_Loewe=-99.4, Synergy_HSA=-4.17. Cell line: SW-620. Drug 1: CN(C)C1=NC(=NC(=N1)N(C)C)N(C)C. Drug 2: C#CCC(CC1=CN=C2C(=N1)C(=NC(=N2)N)N)C3=CC=C(C=C3)C(=O)NC(CCC(=O)O)C(=O)O. (3) Drug 1: CN(C)C1=NC(=NC(=N1)N(C)C)N(C)C. Drug 2: C1C(C(OC1N2C=NC3=C2NC=NCC3O)CO)O. Cell line: NCI/ADR-RES. Synergy scores: CSS=-7.21, Synergy_ZIP=0.109, Synergy_Bliss=-6.43, Synergy_Loewe=-8.69, Synergy_HSA=-8.03. (4) Drug 1: CCC(=C(C1=CC=CC=C1)C2=CC=C(C=C2)OCCN(C)C)C3=CC=CC=C3.C(C(=O)O)C(CC(=O)O)(C(=O)O)O. Drug 2: CC1CCC2CC(C(=CC=CC=CC(CC(C(=O)C(C(C(=CC(C(=O)CC(OC(=O)C3CCCCN3C(=O)C(=O)C1(O2)O)C(C)CC4CCC(C(C4)OC)OCCO)C)C)O)OC)C)C)C)OC. Cell line: OVCAR3. Synergy scores: CSS=13.3, Synergy_ZIP=-2.34, Synergy_Bliss=0.523, Synergy_Loewe=3.30, Synergy_HSA=2.48. (5) Drug 1: C1CCC(C1)C(CC#N)N2C=C(C=N2)C3=C4C=CNC4=NC=N3. Drug 2: C1=NC2=C(N1)C(=S)N=C(N2)N. Cell line: LOX IMVI. Synergy scores: CSS=53.4, Synergy_ZIP=3.46, Synergy_Bliss=1.75, Synergy_Loewe=0.428, Synergy_HSA=3.79.